This data is from Forward reaction prediction with 1.9M reactions from USPTO patents (1976-2016). The task is: Predict the product of the given reaction. (1) Given the reactants [NH2:1][C:2]1[NH:3][C:4](=O)[C:5]2[C:10]([C:11]3[C:16]([CH3:17])=[CH:15][C:14]([CH3:18])=[CH:13][C:12]=3[CH3:19])=[CH:9][N:8]([CH3:20])[C:6]=2[N:7]=1.C(N(CC)[C:25]1[CH:30]=[CH:29]C=CC=1)C.P(Cl)(Cl)([Cl:35])=O.[H-].[Na+].[CH2:40](I)[CH2:41][CH3:42], predict the reaction product. The product is: [Cl:35][C:4]1[C:5]2[C:10]([C:11]3[C:16]([CH3:17])=[CH:15][C:14]([CH3:18])=[CH:13][C:12]=3[CH3:19])=[CH:9][N:8]([CH3:20])[C:6]=2[N:7]=[C:2]([N:1]([CH2:25][CH2:30][CH3:29])[CH2:40][CH2:41][CH3:42])[N:3]=1. (2) The product is: [CH3:1][C:2]1[CH:3]=[CH:4][C:5]([C:8]2[N:9]([C:18]3[CH:19]=[CH:20][C:21]([S:24][CH3:25])=[CH:22][CH:23]=3)[CH:10]=[C:11]([C:13]([F:15])([F:14])[F:16])[N:12]=2)=[N:6][CH:7]=1. Given the reactants [CH3:1][C:2]1[CH:3]=[CH:4][C:5]([C:8]2[N:9]([C:18]3[CH:23]=[CH:22][C:21]([S:24][CH3:25])=[CH:20][CH:19]=3)[CH2:10][C:11](O)([C:13]([F:16])([F:15])[F:14])[N:12]=2)=[N:6][CH:7]=1.O.C1(C)C=CC(S(O)(=O)=O)=CC=1.C(N(CC)CC)C, predict the reaction product. (3) Given the reactants [C:1]([O:5][C:6]([NH:8][C@@H:9]([CH3:22])[C:10]([NH:12][N:13]1[CH:17]=[CH:16][CH:15]=[C:14]1[C:18]([O:20]C)=O)=[O:11])=[O:7])([CH3:4])([CH3:3])[CH3:2].[O:23]1[CH:27]=[CH:26][C:25]([NH2:28])=[N:24]1, predict the reaction product. The product is: [O:23]1[CH:27]=[CH:26][C:25]([NH:28][C:18]([C:14]2[N:13]([NH:12][C:10](=[O:11])[C@@H:9]([NH:8][C:6](=[O:7])[O:5][C:1]([CH3:2])([CH3:3])[CH3:4])[CH3:22])[CH:17]=[CH:16][CH:15]=2)=[O:20])=[N:24]1. (4) Given the reactants [Cl:1][C:2]1[CH:7]=[CH:6][C:5]([CH:8]([C:38]2[CH:43]=[CH:42][C:41]([Cl:44])=[CH:40][CH:39]=2)[C:9]2[CH:10]=[C:11]3[C:16](=[CH:17][CH:18]=2)[N:15]=[CH:14][N:13]=[C:12]3[NH:19][CH:20]2[CH2:25][CH2:24][N:23]([C:26]([C:28]3[CH:37]=[CH:36][C:31]([C:32]([O:34]C)=[O:33])=[CH:30][CH:29]=3)=[O:27])[CH2:22][CH2:21]2)=[CH:4][CH:3]=1.[OH-].[Na+].Cl, predict the reaction product. The product is: [Cl:1][C:2]1[CH:7]=[CH:6][C:5]([CH:8]([C:38]2[CH:39]=[CH:40][C:41]([Cl:44])=[CH:42][CH:43]=2)[C:9]2[CH:10]=[C:11]3[C:16](=[CH:17][CH:18]=2)[N:15]=[CH:14][N:13]=[C:12]3[NH:19][CH:20]2[CH2:25][CH2:24][N:23]([C:26]([C:28]3[CH:37]=[CH:36][C:31]([C:32]([OH:34])=[O:33])=[CH:30][CH:29]=3)=[O:27])[CH2:22][CH2:21]2)=[CH:4][CH:3]=1. (5) Given the reactants [C:1]([C:3]1[C:8]([NH:9][C:10]2[S:14][N:13]=[C:12]([CH3:15])[CH:11]=2)=[CH:7][C:6]([NH:16][C@H:17]([CH2:21][O:22][CH3:23])[C:18]([NH2:20])=[O:19])=[C:5]([F:24])[CH:4]=1)#[N:2].[OH-].[Na+].OO.CC(O)=[O:31], predict the reaction product. The product is: [NH2:20][C:18](=[O:19])[C@H:17]([NH:16][C:6]1[C:5]([F:24])=[CH:4][C:3]([C:1]([NH2:2])=[O:31])=[C:8]([NH:9][C:10]2[S:14][N:13]=[C:12]([CH3:15])[CH:11]=2)[CH:7]=1)[CH2:21][O:22][CH3:23]. (6) Given the reactants Br[Si](C)(C)C.C([O:8][P:9]([C:14]1[CH:19]=[CH:18][C:17]([OH:20])=[CH:16][CH:15]=1)([O:11]CC)=[O:10])C, predict the reaction product. The product is: [OH:10][P:9]([C:14]1[CH:15]=[CH:16][C:17]([OH:20])=[CH:18][CH:19]=1)([OH:11])=[O:8]. (7) Given the reactants [F:1][C:2]([F:30])([F:29])[C:3]([N:5]1[CH:10]2[CH2:11][CH2:12][CH:6]1[CH2:7][C:8](=[C:13]1[C:26]3[CH:25]=[CH:24][C:23]([C:27]#[N:28])=[CH:22][C:21]=3O[C:19]3[C:14]1=[CH:15][CH:16]=[CH:17][CH:18]=3)[CH2:9]2)=[O:4].[NH2:31][OH:32].Cl.C([O-])([O-])=O.[K+].[K+].[OH2:40], predict the reaction product. The product is: [OH:32][NH:31][C:27]([C:23]1[CH:22]=[CH:21][C:26]2[C:13](=[C:8]3[CH2:9][CH:10]4[N:5]([C:3](=[O:4])[C:2]([F:30])([F:29])[F:1])[CH:6]([CH2:12][CH2:11]4)[CH2:7]3)[C:14]3[C:15]([O:40][C:25]=2[CH:24]=1)=[CH:16][CH:17]=[CH:18][CH:19]=3)=[NH:28].